Dataset: Retrosynthesis with 50K atom-mapped reactions and 10 reaction types from USPTO. Task: Predict the reactants needed to synthesize the given product. (1) Given the product COC(=O)CN(c1ccc2c(c1)nc(Cc1ccc(C(N)=NC(=O)OC)cc1)n2C)S(=O)(=O)c1cccc2cccnc12, predict the reactants needed to synthesize it. The reactants are: COC(=O)CN(c1ccc2c(c1)nc(Cc1ccc(C(=N)N)cc1)n2C)S(=O)(=O)c1cccc2cccnc12.COC(=O)Cl. (2) Given the product CC(C)N(CCN)C(=O)[C@H](C)N1CC[C@H](NS(=O)(=O)c2ccc3cc(Cl)ccc3c2)C1=O, predict the reactants needed to synthesize it. The reactants are: CC(C)N(CCNC(=O)OC(C)(C)C)C(=O)[C@H](C)N1CC[C@H](NS(=O)(=O)c2ccc3cc(Cl)ccc3c2)C1=O. (3) The reactants are: COC(=O)c1sc(N2CCOCC2)c(C#N)c1Cc1ccc2ccncc2c1. Given the product N#Cc1c(N2CCOCC2)sc(C(=O)O)c1Cc1ccc2ccncc2c1, predict the reactants needed to synthesize it.